Dataset: Forward reaction prediction with 1.9M reactions from USPTO patents (1976-2016). Task: Predict the product of the given reaction. (1) Given the reactants [N+:1]([O-:4])(O)=[O:2].[Cl:5][C:6]1[CH:7]=[N:8][CH:9]=[C:10]([O:12][CH2:13][CH3:14])[CH:11]=1.S(=O)(=O)(O)O, predict the reaction product. The product is: [Cl:5][C:6]1[CH:11]=[C:10]([O:12][CH2:13][CH3:14])[C:9]([N+:1]([O-:4])=[O:2])=[N:8][CH:7]=1. (2) Given the reactants C([O-])([O-])=O.[K+].[K+].[SH:7][C:8]1[N:22]=[CH:21][CH:20]=[CH:19][C:9]=1[C:10]([NH:12][CH2:13][C:14]1[S:15][CH:16]=[CH:17][CH:18]=1)=[O:11].Br[CH2:24][CH2:25][CH2:26][C:27]1[CH:32]=[CH:31][C:30]([F:33])=[CH:29][CH:28]=1, predict the reaction product. The product is: [F:33][C:30]1[CH:31]=[CH:32][C:27]([CH2:26][CH2:25][CH2:24][S:7][C:8]2[C:9]([C:10]([NH:12][CH2:13][C:14]3[S:15][CH:16]=[CH:17][CH:18]=3)=[O:11])=[CH:19][CH:20]=[CH:21][N:22]=2)=[CH:28][CH:29]=1. (3) Given the reactants [C:1]1([CH:7]2[N:11]([NH:12][CH2:13][CH2:14][C:15]3[CH:20]=[CH:19][CH:18]=[CH:17][CH:16]=3)[CH2:10][CH:9]([CH2:21][O:22][C:23]3[CH:28]=[CH:27][C:26]([N+:29]([O-])=O)=[CH:25][CH:24]=3)[O:8]2)[CH:6]=[CH:5][CH:4]=[CH:3][CH:2]=1.[OH-].[Na+], predict the reaction product. The product is: [C:1]1([CH:7]2[N:11]([NH:12][CH2:13][CH2:14][C:15]3[CH:20]=[CH:19][CH:18]=[CH:17][CH:16]=3)[CH2:10][CH:9]([CH2:21][O:22][C:23]3[CH:24]=[CH:25][C:26]([NH2:29])=[CH:27][CH:28]=3)[O:8]2)[CH:2]=[CH:3][CH:4]=[CH:5][CH:6]=1. (4) Given the reactants [CH:1]([C:4]1[CH:9]=[CH:8][CH:7]=[CH:6][C:5]=1[N:10]1[C:18]2[C:13](=[CH:14][CH:15]=[CH:16][CH:17]=2)[C:12]([C:19]([O:21]C)=[O:20])=[CH:11]1)([CH3:3])[CH3:2].[OH-].[Na+], predict the reaction product. The product is: [CH:1]([C:4]1[CH:9]=[CH:8][CH:7]=[CH:6][C:5]=1[N:10]1[C:18]2[C:13](=[CH:14][CH:15]=[CH:16][CH:17]=2)[C:12]([C:19]([OH:21])=[O:20])=[CH:11]1)([CH3:3])[CH3:2]. (5) Given the reactants [C:1]([C:3]1[CH:4]=[C:5]([C:20](O)=[O:21])[C:6]([O:10][C:11]2[C:16]([CH3:17])=[CH:15][C:14]([CH3:18])=[CH:13][C:12]=2[CH3:19])=[N:7][C:8]=1[CH3:9])#[N:2].[N+:23]([C:26]1[CH:27]=[C:28]([S:32]([NH:35][Na])(=[O:34])=[O:33])[CH:29]=[CH:30][CH:31]=1)([O-:25])=[O:24].CN(C(ON1N=NC2C=CC=NC1=2)=[N+](C)C)C.F[P-](F)(F)(F)(F)F.CN(C)C=O, predict the reaction product. The product is: [C:1]([C:3]1[CH:4]=[C:5]([C:20]([NH:35][S:32]([C:28]2[CH:29]=[CH:30][CH:31]=[C:26]([N+:23]([O-:25])=[O:24])[CH:27]=2)(=[O:34])=[O:33])=[O:21])[C:6]([O:10][C:11]2[C:12]([CH3:19])=[CH:13][C:14]([CH3:18])=[CH:15][C:16]=2[CH3:17])=[N:7][C:8]=1[CH3:9])#[N:2]. (6) Given the reactants [F:1][C:2]1[CH:33]=[CH:32][C:5]([C:6](/[N:8]=[C:9]2\[NH:10][C:11]3[CH:29]=[CH:28][C:27]([CH2:30]O)=[CH:26][C:12]=3[N:13]\2[C@H:14]2[CH2:19][CH2:18][C@@H:17]([C:20](=[O:25])[NH:21][CH:22]([CH3:24])[CH3:23])[CH2:16][CH2:15]2)=[O:7])=[CH:4][CH:3]=1.[NH:34]1[CH:38]=[CH:37][CH:36]=[N:35]1, predict the reaction product. The product is: [N:34]1([CH2:30][C:27]2[CH:28]=[CH:29][C:11]3[NH:10]/[C:9](=[N:8]\[C:6](=[O:7])[C:5]4[CH:32]=[CH:33][C:2]([F:1])=[CH:3][CH:4]=4)/[N:13]([C@H:14]4[CH2:19][CH2:18][C@@H:17]([C:20](=[O:25])[NH:21][CH:22]([CH3:23])[CH3:24])[CH2:16][CH2:15]4)[C:12]=3[CH:26]=2)[CH:38]=[CH:37][CH:36]=[N:35]1.[F:1][C:2]1[CH:33]=[CH:32][C:5]([C:6]([NH2:8])=[O:7])=[CH:4][CH:3]=1. (7) Given the reactants [C:1]([O:4][C:5]1[C:6]([CH3:28])=[C:7]2[C:12](=[C:13]([CH3:16])[C:14]=1[CH3:15])[O:11][C:10]([CH2:18][O:19][C:20]1[CH:26]=[CH:25][C:23]([NH2:24])=[CH:22][CH:21]=1)([CH3:17])[CH2:9][C:8]2=[O:27])(=[O:3])[CH3:2].CC(N(C)C)=O.[Cl:35][C:36]1[CH:44]=[CH:43][C:42]([N+:45]([O-:47])=[O:46])=[CH:41][C:37]=1[C:38](Cl)=[O:39], predict the reaction product. The product is: [C:1]([O:4][C:5]1[C:6]([CH3:28])=[C:7]2[C:12](=[C:13]([CH3:16])[C:14]=1[CH3:15])[O:11][C:10]([CH2:18][O:19][C:20]1[CH:21]=[CH:22][C:23]([NH:24][C:38]([C:37]3[CH:41]=[C:42]([N+:45]([O-:47])=[O:46])[CH:43]=[CH:44][C:36]=3[Cl:35])=[O:39])=[CH:25][CH:26]=1)([CH3:17])[CH2:9][C:8]2=[O:27])(=[O:3])[CH3:2].